Task: Regression. Given a peptide amino acid sequence and an MHC pseudo amino acid sequence, predict their binding affinity value. This is MHC class II binding data.. Dataset: Peptide-MHC class II binding affinity with 134,281 pairs from IEDB (1) The peptide sequence is KLALDNIVMLHTTER. The MHC is DRB1_1302 with pseudo-sequence DRB1_1302. The binding affinity (normalized) is 0.671. (2) The peptide sequence is DTRLMRLEDEMKEGR. The MHC is HLA-DPA10201-DPB10501 with pseudo-sequence HLA-DPA10201-DPB10501. The binding affinity (normalized) is 0.788. (3) The peptide sequence is LAEGIVLASAALGPL. The MHC is HLA-DQA10102-DQB10501 with pseudo-sequence HLA-DQA10102-DQB10501. The binding affinity (normalized) is 0.820. (4) The peptide sequence is SKPKVYQWFDLRK. The MHC is DRB1_0401 with pseudo-sequence DRB1_0401. The binding affinity (normalized) is 0. (5) The peptide sequence is MPFVTTQPEALAAAA. The MHC is HLA-DPA10103-DPB10401 with pseudo-sequence HLA-DPA10103-DPB10401. The binding affinity (normalized) is 0.362. (6) The peptide sequence is QAGNNLMMIEQYPYV. The MHC is HLA-DQA10101-DQB10501 with pseudo-sequence HLA-DQA10101-DQB10501. The binding affinity (normalized) is 0.339. (7) The MHC is HLA-DPA10103-DPB10201 with pseudo-sequence HLA-DPA10103-DPB10201. The peptide sequence is TVWAQSADFPQFKPE. The binding affinity (normalized) is 0.594. (8) The peptide sequence is TLYGPQLSQKIVQIN. The MHC is HLA-DPA10301-DPB10402 with pseudo-sequence HLA-DPA10301-DPB10402. The binding affinity (normalized) is 0.241. (9) The peptide sequence is RGQALLVNSSQPWEP. The MHC is DRB1_0901 with pseudo-sequence DRB1_0901. The binding affinity (normalized) is 0.164.